Dataset: Forward reaction prediction with 1.9M reactions from USPTO patents (1976-2016). Task: Predict the product of the given reaction. (1) Given the reactants [H-].[Al+3].[Li+].[H-].[H-].[H-].[Cl:7][C:8]1[CH:9]=[CH:10][C:11]([S:16][CH2:17][CH3:18])=[C:12]([CH:15]=1)[C:13]#[N:14].O, predict the reaction product. The product is: [Cl:7][C:8]1[CH:9]=[CH:10][C:11]([S:16][CH2:17][CH3:18])=[C:12]([CH2:13][NH2:14])[CH:15]=1. (2) Given the reactants [C:1]([C:3]1[C:4]([C:17]([F:20])([F:19])[F:18])=[C:5]2[C:9](=[CH:10][CH:11]=1)[N:8]([CH2:12][C:13](=[NH:16])[NH:14][OH:15])[CH:7]=[CH:6]2)#[N:2].[Cl:21][C:22]1[CH:23]=[C:24]([CH:28]=[C:29]([F:32])[C:30]=1[F:31])[C:25](O)=O, predict the reaction product. The product is: [Cl:21][C:22]1[CH:23]=[C:24]([C:25]2[O:15][N:14]=[C:13]([CH2:12][N:8]3[C:9]4[C:5](=[C:4]([C:17]([F:19])([F:20])[F:18])[C:3]([C:1]#[N:2])=[CH:11][CH:10]=4)[CH:6]=[CH:7]3)[N:16]=2)[CH:28]=[C:29]([F:32])[C:30]=1[F:31]. (3) The product is: [CH3:28][C:26]1[CH:25]=[CH:24][N:23]=[C:22]([NH:21][C:19]2[S:20][C:14]3[C:13]([CH3:29])([CH3:30])[O:12][CH:11]([CH3:31])[C:10]4[C:16](=[CH:17][NH:8][N:9]=4)[C:15]=3[N:18]=2)[N:27]=1. Given the reactants COC1C=CC(C[N:8]2[CH:17]=[C:16]3[C:10]([CH:11]([CH3:31])[O:12][C:13]([CH3:30])([CH3:29])[C:14]4[S:20][C:19]([NH:21][C:22]5[N:27]=[C:26]([CH3:28])[CH:25]=[CH:24][N:23]=5)=[N:18][C:15]=43)=[N:9]2)=CC=1, predict the reaction product. (4) Given the reactants Br[C:2]1[CH:3]=[C:4]2[C:8](=[CH:9][CH:10]=1)[NH:7][CH2:6][C:5]2([CH3:12])[CH3:11].[N+](C1C=C(B(O)O)C=CC=1)([O-])=[O:14].C(=O)([O-])[O-].[Na+].[Na+], predict the reaction product. The product is: [CH3:11][C:5]1([CH3:12])[C:4]2[C:8](=[CH:9][CH:10]=[CH:2][CH:3]=2)[NH:7][C:6]1=[O:14].